This data is from Catalyst prediction with 721,799 reactions and 888 catalyst types from USPTO. The task is: Predict which catalyst facilitates the given reaction. (1) Reactant: C(OC([N:8]1[CH2:13][CH2:12][CH:11]([N:14]2[C@H:18]([C:19]3[CH:24]=[CH:23][CH:22]=[CH:21][CH:20]=3)[CH2:17][N:16]([C:25](=[O:29])[N:26]([CH3:28])[CH3:27])[C:15]2=[O:30])[CH2:10][CH2:9]1)=O)(C)(C)C.C(O)(C(F)(F)F)=O. Product: [CH3:27][N:26]([CH3:28])[C:25]([N:16]1[CH2:17][C@@H:18]([C:19]2[CH:24]=[CH:23][CH:22]=[CH:21][CH:20]=2)[N:14]([CH:11]2[CH2:12][CH2:13][NH:8][CH2:9][CH2:10]2)[C:15]1=[O:30])=[O:29]. The catalyst class is: 2. (2) Reactant: [C:1]([C:3]1[CH:4]=[CH:5][C:6]([CH:9]2[CH2:14][CH2:13][N:12](C(OC(C)(C)C)=O)[CH2:11][CH2:10]2)=[N:7][CH:8]=1)#[N:2].[ClH:22]. Product: [ClH:22].[NH:12]1[CH2:11][CH2:10][CH:9]([C:6]2[CH:5]=[CH:4][C:3]([C:1]#[N:2])=[CH:8][N:7]=2)[CH2:14][CH2:13]1. The catalyst class is: 13. (3) Reactant: [C:1]([O:5][C:6]([NH:8][C:9]1([C:22](OC)=[O:23])[CH2:13][CH2:12][CH2:11][CH:10]1[O:14][Si:15]([C:18]([CH3:21])([CH3:20])[CH3:19])([CH3:17])[CH3:16])=[O:7])([CH3:4])([CH3:3])[CH3:2].CC(C[AlH]CC(C)C)C.C1(C)C=CC=CC=1. Product: [C:1]([O:5][C:6](=[O:7])[NH:8][C:9]1([CH:22]=[O:23])[CH2:13][CH2:12][CH2:11][CH:10]1[O:14][Si:15]([C:18]([CH3:21])([CH3:20])[CH3:19])([CH3:16])[CH3:17])([CH3:4])([CH3:2])[CH3:3]. The catalyst class is: 2.